Dataset: Retrosynthesis with 50K atom-mapped reactions and 10 reaction types from USPTO. Task: Predict the reactants needed to synthesize the given product. (1) The reactants are: COC(=O)[C@H](CC(C)C)N1CC(Oc2cccc(Cl)c2F)=CC1=O. Given the product CC(C)C[C@@H](C(=O)O)N1CC(Oc2cccc(Cl)c2F)=CC1=O, predict the reactants needed to synthesize it. (2) The reactants are: CC(=O)CC1OCCc2ccccc21.CC(N)C(O)c1ccc(O)cc1. Given the product CC(CC1OCCc2ccccc21)NC(C)C(O)c1ccc(O)cc1, predict the reactants needed to synthesize it. (3) Given the product O=C(O)CCNc1ccc([N+](=O)[O-])cc1[N+](=O)[O-], predict the reactants needed to synthesize it. The reactants are: NCCC(=O)O.O=[N+]([O-])c1ccc(F)c([N+](=O)[O-])c1. (4) Given the product O=S1(=O)C(c2ccccc2)CCCN1Cc1ccc(Br)cc1F, predict the reactants needed to synthesize it. The reactants are: Fc1cc(Br)ccc1CBr.O=S1(=O)NCCCC1c1ccccc1.